Task: Predict the product of the given reaction.. Dataset: Forward reaction prediction with 1.9M reactions from USPTO patents (1976-2016) (1) Given the reactants [OH:1][C:2]1[CH:13]=[CH:12][C:5]([C:6]([N:8]([O:10][CH3:11])[CH3:9])=[O:7])=[CH:4][CH:3]=1.[Cl:14][C:15]1[C:20](Cl)=[N:19][CH:18]=[CH:17][N:16]=1.C(=O)([O-])[O-].[K+].[K+], predict the reaction product. The product is: [Cl:14][C:15]1[C:20]([O:1][C:2]2[CH:13]=[CH:12][C:5]([C:6]([N:8]([O:10][CH3:11])[CH3:9])=[O:7])=[CH:4][CH:3]=2)=[N:19][CH:18]=[CH:17][N:16]=1. (2) Given the reactants [Cl:1][C:2]1[N:7]=[CH:6][C:5]([S:8](Cl)(=[O:10])=[O:9])=[CH:4][CH:3]=1.[CH2:12]([NH:14][C:15]1[CH:16]=[N:17][CH:18]=[CH:19][CH:20]=1)[CH3:13].C(N(CC)CC)C, predict the reaction product. The product is: [Cl:1][C:2]1[N:7]=[CH:6][C:5]([S:8]([N:14]([CH2:12][CH3:13])[C:15]2[CH:16]=[N:17][CH:18]=[CH:19][CH:20]=2)(=[O:10])=[O:9])=[CH:4][CH:3]=1. (3) Given the reactants [CH2:1]([O:8][C:9]1[C:10]([C:23]#N)=[N:11][CH:12]=[C:13]([O:15][CH2:16][C:17]2[CH:22]=[CH:21][CH:20]=[CH:19][CH:18]=2)[CH:14]=1)[C:2]1[CH:7]=[CH:6][CH:5]=[CH:4][CH:3]=1.[OH-:25].[Na+].C[OH:28], predict the reaction product. The product is: [CH2:1]([O:8][C:9]1[C:10]([C:23]([OH:28])=[O:25])=[N:11][CH:12]=[C:13]([O:15][CH2:16][C:17]2[CH:22]=[CH:21][CH:20]=[CH:19][CH:18]=2)[CH:14]=1)[C:2]1[CH:7]=[CH:6][CH:5]=[CH:4][CH:3]=1.